Dataset: Reaction yield outcomes from USPTO patents with 853,638 reactions. Task: Predict the reaction yield, written as a fraction of the theoretical maximum amount of product (1.0 means a 100% yield; for example, 0.34 means a 34% yield). (1) The reactants are [NH:1]([C:8]1[CH:9]=[C:10]([CH2:14][OH:15])[CH:11]=[CH:12][CH:13]=1)[C:2]1[CH:7]=[CH:6][CH:5]=[CH:4][CH:3]=1.O[C:17]1[CH:22]=[CH:21][C:20]([CH2:23][CH2:24][C:25]([O:27][CH3:28])=[O:26])=[CH:19][CH:18]=1.C1(P(C2C=CC=CC=2)C2C=CC=CC=2)C=CC=CC=1.C1(C)C=CC=CC=1.N(C(OCC)=O)=NC(OCC)=O. The catalyst is O1CCCC1. The product is [NH:1]([C:8]1[CH:9]=[C:10]([CH:11]=[CH:12][CH:13]=1)[CH2:14][O:15][C:17]1[CH:22]=[CH:21][C:20]([CH2:23][CH2:24][C:25]([O:27][CH3:28])=[O:26])=[CH:19][CH:18]=1)[C:2]1[CH:3]=[CH:4][CH:5]=[CH:6][CH:7]=1. The yield is 0.500. (2) The reactants are [CH3:1][C:2]1[C:10]2[C:5](=[CH:6][CH:7]=[C:8]([C:11]3[N:16]=[N:15][C:14]([O:17][C@@H:18]4[CH:23]5[CH2:24][CH2:25][N:20]([CH2:21][CH2:22]5)[CH2:19]4)=[CH:13][CH:12]=3)[CH:9]=2)[NH:4][N:3]=1.[C:26]([OH:33])(=[O:32])/[CH:27]=[CH:28]/[C:29]([OH:31])=[O:30]. The catalyst is CCOC(C)=O.CO. The product is [C:26]([OH:33])(=[O:32])/[CH:27]=[CH:28]/[C:29]([OH:31])=[O:30].[CH3:1][C:2]1[C:10]2[C:5](=[CH:6][CH:7]=[C:8]([C:11]3[N:16]=[N:15][C:14]([O:17][C@@H:18]4[CH:23]5[CH2:22][CH2:21][N:20]([CH2:25][CH2:24]5)[CH2:19]4)=[CH:13][CH:12]=3)[CH:9]=2)[NH:4][N:3]=1. The yield is 0.650. (3) The reactants are [F:1][C:2]1[CH:7]=[CH:6][C:5]([CH2:8][C:9]([N:11]=[C:12]=[S:13])=[O:10])=[CH:4][CH:3]=1.[NH2:14][C:15]1[CH:43]=[CH:42][C:18]([O:19][C:20]2[CH:25]=[CH:24][N:23]=[C:22]([NH:26][C:27]([N:29]3[CH2:34][CH2:33][CH:32]([N:35]4[CH2:40][CH2:39][N:38]([CH3:41])[CH2:37][CH2:36]4)[CH2:31][CH2:30]3)=[O:28])[CH:21]=2)=[CH:17][CH:16]=1.C12(CS(O)(=O)=O)C(C)(C)C(CC1)CC2=O. The catalyst is C1(C)C=CC=CC=1.C(O)C. The product is [F:1][C:2]1[CH:3]=[CH:4][C:5]([CH2:8][C:9]([NH:11][C:12](=[S:13])[NH:14][C:15]2[CH:16]=[CH:17][C:18]([O:19][C:20]3[CH:25]=[CH:24][N:23]=[C:22]([NH:26][C:27]([N:29]4[CH2:30][CH2:31][CH:32]([N:35]5[CH2:36][CH2:37][N:38]([CH3:41])[CH2:39][CH2:40]5)[CH2:33][CH2:34]4)=[O:28])[CH:21]=3)=[CH:42][CH:43]=2)=[O:10])=[CH:6][CH:7]=1. The yield is 0.400. (4) The reactants are [CH2:1]([NH2:4])[CH2:2][NH2:3].CS(O)(=O)=O.[CH:10]1[CH:15]=[CH:14][C:13]([CH2:16][O:17][C:18](Cl)=[O:19])=[CH:12][CH:11]=1.C(O[K])(C)=O. The catalyst is O.C(O)C.C(COC)OC. The product is [NH2:3][CH2:2][CH2:1][NH:4][C:18](=[O:19])[O:17][CH2:16][C:13]1[CH:14]=[CH:15][CH:10]=[CH:11][CH:12]=1. The yield is 0.510. (5) The reactants are OS(O)(=O)=O.[C:6]([NH:9][C@@H:10]([CH2:14][S:15][C:16]([O:18][C:19]1[CH:24]=[CH:23][C:22]([C:25]2[CH:30]=[CH:29][C:28]([F:31])=[CH:27][C:26]=2[F:32])=[CH:21][C:20]=1[C:33]([O:35][CH2:36][C:37]1[CH:42]=[CH:41][CH:40]=[CH:39][CH:38]=1)=[O:34])=[O:17])[C:11]([OH:13])=[O:12])(=[O:8])[CH3:7].O.[CH3:44]O. No catalyst specified. The product is [C:6]([NH:9][C@H:10]([C:11]([O:13][CH3:44])=[O:12])[CH2:14][S:15][C:16]([O:18][C:19]1[CH:24]=[CH:23][C:22]([C:25]2[CH:30]=[CH:29][C:28]([F:31])=[CH:27][C:26]=2[F:32])=[CH:21][C:20]=1[C:33]([O:35][CH2:36][C:37]1[CH:38]=[CH:39][CH:40]=[CH:41][CH:42]=1)=[O:34])=[O:17])(=[O:8])[CH3:7]. The yield is 0.820.